This data is from NCI-60 drug combinations with 297,098 pairs across 59 cell lines. The task is: Regression. Given two drug SMILES strings and cell line genomic features, predict the synergy score measuring deviation from expected non-interaction effect. (1) Drug 1: CC1C(C(CC(O1)OC2CC(CC3=C2C(=C4C(=C3O)C(=O)C5=C(C4=O)C(=CC=C5)OC)O)(C(=O)C)O)N)O.Cl. Drug 2: CC12CCC3C(C1CCC2O)C(CC4=C3C=CC(=C4)O)CCCCCCCCCS(=O)CCCC(C(F)(F)F)(F)F. Cell line: HS 578T. Synergy scores: CSS=15.4, Synergy_ZIP=-0.178, Synergy_Bliss=-2.09, Synergy_Loewe=-11.0, Synergy_HSA=-2.04. (2) Drug 1: C1=CC(=CC=C1CC(C(=O)O)N)N(CCCl)CCCl.Cl. Drug 2: C1C(C(OC1N2C=NC3=C2NC=NCC3O)CO)O. Cell line: SN12C. Synergy scores: CSS=2.88, Synergy_ZIP=-7.20, Synergy_Bliss=-4.72, Synergy_Loewe=-5.21, Synergy_HSA=-4.95. (3) Drug 1: CC1=CC2C(CCC3(C2CCC3(C(=O)C)OC(=O)C)C)C4(C1=CC(=O)CC4)C. Drug 2: COC1=NC(=NC2=C1N=CN2C3C(C(C(O3)CO)O)O)N. Cell line: OVCAR-4. Synergy scores: CSS=2.52, Synergy_ZIP=2.51, Synergy_Bliss=5.29, Synergy_Loewe=1.40, Synergy_HSA=2.33. (4) Drug 1: C1=C(C(=O)NC(=O)N1)F. Drug 2: C1=NC2=C(N=C(N=C2N1C3C(C(C(O3)CO)O)F)Cl)N. Cell line: EKVX. Synergy scores: CSS=60.0, Synergy_ZIP=1.34, Synergy_Bliss=1.55, Synergy_Loewe=0.258, Synergy_HSA=1.45. (5) Drug 1: C1=NC2=C(N=C(N=C2N1C3C(C(C(O3)CO)O)F)Cl)N. Drug 2: CC12CCC3C(C1CCC2OP(=O)(O)O)CCC4=C3C=CC(=C4)OC(=O)N(CCCl)CCCl.[Na+]. Cell line: LOX IMVI. Synergy scores: CSS=-1.04, Synergy_ZIP=-1.21, Synergy_Bliss=-3.21, Synergy_Loewe=-5.01, Synergy_HSA=-5.96. (6) Drug 1: COC1=CC(=CC(=C1O)OC)C2C3C(COC3=O)C(C4=CC5=C(C=C24)OCO5)OC6C(C(C7C(O6)COC(O7)C8=CC=CS8)O)O. Drug 2: CC(C)NC(=O)C1=CC=C(C=C1)CNNC.Cl. Cell line: KM12. Synergy scores: CSS=19.4, Synergy_ZIP=-4.94, Synergy_Bliss=-7.60, Synergy_Loewe=-30.6, Synergy_HSA=-1.71. (7) Synergy scores: CSS=22.9, Synergy_ZIP=-7.03, Synergy_Bliss=0.137, Synergy_Loewe=2.55, Synergy_HSA=3.28. Drug 2: CC1CCC2CC(C(=CC=CC=CC(CC(C(=O)C(C(C(=CC(C(=O)CC(OC(=O)C3CCCCN3C(=O)C(=O)C1(O2)O)C(C)CC4CCC(C(C4)OC)OCCO)C)C)O)OC)C)C)C)OC. Cell line: LOX IMVI. Drug 1: CC(C1=C(C=CC(=C1Cl)F)Cl)OC2=C(N=CC(=C2)C3=CN(N=C3)C4CCNCC4)N. (8) Drug 1: C1CCC(C1)C(CC#N)N2C=C(C=N2)C3=C4C=CNC4=NC=N3. Drug 2: C1=CC(=C2C(=C1NCCNCCO)C(=O)C3=C(C=CC(=C3C2=O)O)O)NCCNCCO. Cell line: DU-145. Synergy scores: CSS=65.9, Synergy_ZIP=11.1, Synergy_Bliss=8.48, Synergy_Loewe=-23.5, Synergy_HSA=10.6.